Dataset: Reaction yield outcomes from USPTO patents with 853,638 reactions. Task: Predict the reaction yield, written as a fraction of the theoretical maximum amount of product (1.0 means a 100% yield; for example, 0.34 means a 34% yield). (1) The reactants are [CH3:1][C:2]1([CH3:25])[C:6]([C:7]2[CH:12]=[C:11]([C:13]([O:15][CH3:16])=[O:14])[CH:10]=[CH:9][C:8]=2[C:17]2[CH:22]=[CH:21][CH:20]=[C:19]([O:23][CH3:24])[CH:18]=2)=[CH:5][CH2:4][CH2:3]1. The catalyst is CCOC(C)=O.[Pd]. The product is [CH3:1][C:2]1([CH3:25])[CH2:3][CH2:4][CH2:5][CH:6]1[C:7]1[CH:12]=[C:11]([C:13]([O:15][CH3:16])=[O:14])[CH:10]=[CH:9][C:8]=1[C:17]1[CH:22]=[CH:21][CH:20]=[C:19]([O:23][CH3:24])[CH:18]=1. The yield is 0.990. (2) The reactants are Br[C:2]1[CH:3]=[CH:4][C:5]2[O:11][CH2:10][CH2:9][N:8]3[CH:12]=[C:13]([C:15]4[N:19]([CH:20]([CH3:22])[CH3:21])[N:18]=[C:17]([NH2:23])[N:16]=4)[N:14]=[C:7]3[C:6]=2[CH:24]=1.[C:25]1(B(O)O)[CH:30]=[CH:29][CH:28]=[CH:27][CH:26]=1.C([O-])([O-])=O.[Cs+].[Cs+].O. The catalyst is O1CCOCC1. The product is [CH:20]([N:19]1[C:15]([C:13]2[N:14]=[C:7]3[C:6]4[CH:24]=[C:2]([C:25]5[CH:30]=[CH:29][CH:28]=[CH:27][CH:26]=5)[CH:3]=[CH:4][C:5]=4[O:11][CH2:10][CH2:9][N:8]3[CH:12]=2)=[N:16][C:17]([NH2:23])=[N:18]1)([CH3:22])[CH3:21]. The yield is 0.180. (3) The reactants are [NH:1]1[C:9]2[C:4](=[CH:5][C:6](B(O)O)=[CH:7][CH:8]=2)[CH:3]=[CH:2]1.[NH2:13][C:14]1[CH:19]=[N:18][C:17](Br)=[CH:16][N:15]=1.C(=O)([O-])[O-].[Na+].[Na+].C(COC)OC. The catalyst is Cl[Pd](Cl)([P](C1C=CC=CC=1)(C1C=CC=CC=1)C1C=CC=CC=1)[P](C1C=CC=CC=1)(C1C=CC=CC=1)C1C=CC=CC=1.O. The product is [NH:1]1[C:9]2[C:4](=[CH:5][C:6]([C:17]3[N:18]=[CH:19][C:14]([NH2:13])=[N:15][CH:16]=3)=[CH:7][CH:8]=2)[CH:3]=[CH:2]1. The yield is 0.410. (4) The reactants are [F:1][C:2]1[CH:3]=[CH:4][C:5]2[O:9][N:8]=[C:7]([CH:10]3[CH2:15][CH2:14][NH:13][CH2:12][CH2:11]3)[C:6]=2[CH:16]=1.[C:17]([O:21][C:22](=[O:33])[NH:23][C@H:24]1[CH2:29][CH2:28][C@H:27]([CH2:30][CH:31]=O)[CH2:26][CH2:25]1)([CH3:20])([CH3:19])[CH3:18].C(N(CC)CC)C.C(O[BH-](OC(=O)C)OC(=O)C)(=O)C.[Na+]. The catalyst is ClCCCl. The product is [C:17]([O:21][C:22](=[O:33])[NH:23][C@H:24]1[CH2:25][CH2:26][C@H:27]([CH2:30][CH2:31][N:13]2[CH2:12][CH2:11][CH:10]([C:7]3[C:6]4[CH:16]=[C:2]([F:1])[CH:3]=[CH:4][C:5]=4[O:9][N:8]=3)[CH2:15][CH2:14]2)[CH2:28][CH2:29]1)([CH3:20])([CH3:19])[CH3:18]. The yield is 1.00. (5) The reactants are [CH3:1][NH+:2]([CH3:9])[CH2:3][CH2:4][CH2:5]C([O-])=O.[CH2:10](Br)[CH3:11].[CH3:13][OH:14].[OH-:15].[K+]. The catalyst is CC(C)=O.C(O)C.C(O)(C)C. The product is [CH2:10]([N+:2]([CH3:1])([CH3:9])[CH2:3][CH2:4][CH2:5][C:13]([O-:15])=[O:14])[CH3:11]. The yield is 0.430. (6) The reactants are [NH2:1][C:2]1[N:7]=[CH:6][N:5]=[C:4]2[N:8]([CH:12]([C:14]3[C:15]([O:33][CH2:34][CH3:35])=[C:16]([C:22]4[CH:23]=[CH:24][C:25]([C:28]([N:30]([CH3:32])[CH3:31])=[O:29])=[N:26][CH:27]=4)[C:17]([CH3:21])=[C:18]([Cl:20])[CH:19]=3)[CH3:13])[N:9]=[C:10](I)[C:3]=12.[CH3:36][C:37]1(C)C(C)(C)OB(C=C)O1.C(=O)([O-])[O-].[Na+].[Na+]. The catalyst is CN(C)C=O.O.C1C=CC([P]([Pd]([P](C2C=CC=CC=2)(C2C=CC=CC=2)C2C=CC=CC=2)([P](C2C=CC=CC=2)(C2C=CC=CC=2)C2C=CC=CC=2)[P](C2C=CC=CC=2)(C2C=CC=CC=2)C2C=CC=CC=2)(C2C=CC=CC=2)C2C=CC=CC=2)=CC=1. The product is [NH2:1][C:2]1[N:7]=[CH:6][N:5]=[C:4]2[N:8]([CH:12]([C:14]3[C:15]([O:33][CH2:34][CH3:35])=[C:16]([C:22]4[CH:23]=[CH:24][C:25]([C:28]([N:30]([CH3:32])[CH3:31])=[O:29])=[N:26][CH:27]=4)[C:17]([CH3:21])=[C:18]([Cl:20])[CH:19]=3)[CH3:13])[N:9]=[C:10]([CH:36]=[CH2:37])[C:3]=12. The yield is 0.860. (7) The reactants are FC(F)(F)C(OC1C(OC(=O)C(F)(F)F)=C(I)C=CC=1)=O.[CH3:22][C:23]([CH3:37])([O:25][C:26]([NH:28][C@H:29]([C:34]([OH:36])=[O:35])[CH2:30]C(=O)N)=[O:27])[CH3:24].[N:38]1C=CC=CC=1.C(=O)([O-])O.[Na+].[CH:49]1[C:61]2[CH:60]([CH2:62][O:63][C:64](ON3C(=O)CCC3=O)=[O:65])[C:59]3[C:54](=[CH:55][CH:56]=[CH:57][CH:58]=3)[C:53]=2[CH:52]=[CH:51][CH:50]=1. The catalyst is CN(C)C=O.O. The product is [CH3:37][C:23]([CH3:22])([O:25][C:26]([NH:28][C@H:29]([C:34]([OH:36])=[O:35])[CH2:30][NH:38][C:64]([O:63][CH2:62][CH:60]1[C:61]2[CH:49]=[CH:50][CH:51]=[CH:52][C:53]=2[C:54]2[C:59]1=[CH:58][CH:57]=[CH:56][CH:55]=2)=[O:65])=[O:27])[CH3:24]. The yield is 0.880.